This data is from Forward reaction prediction with 1.9M reactions from USPTO patents (1976-2016). The task is: Predict the product of the given reaction. (1) Given the reactants [CH3:1][CH:2]([CH2:4][CH:5]([N:17]([CH3:19])[CH3:18])[C:6]1([C:10]2[CH:11]=[CH:12][C:13]([Cl:16])=[CH:14][CH:15]=2)[CH2:9][CH2:8][CH2:7]1)[CH3:3].[ClH:20], predict the reaction product. The product is: [CH3:3][CH:2]([CH2:4][CH:5]([N:17]([CH3:18])[CH3:19])[C:6]1([C:10]2[CH:11]=[CH:12][C:13]([Cl:16])=[CH:14][CH:15]=2)[CH2:7][CH2:8][CH2:9]1)[CH3:1].[ClH:20]. (2) Given the reactants C1C=CC2N(O)N=NC=2C=1.[NH2:11][C:12]1[CH:13]=[C:14]2[C:19](=[CH:20][CH:21]=1)[CH2:18][CH:17]([CH2:22][N:23]([CH3:25])[CH3:24])[CH2:16][CH2:15]2.[CH3:26][O:27][C:28]1[CH:33]=[CH:32][C:31]([C:34]2[CH:42]=[CH:41][C:37]([C:38](O)=[O:39])=[CH:36][CH:35]=2)=[CH:30][CH:29]=1.C(=O)([O-])[O-].[K+].[K+], predict the reaction product. The product is: [CH3:24][N:23]([CH2:22][CH:17]1[CH2:16][CH2:15][C:14]2[C:19](=[CH:20][CH:21]=[C:12]([NH:11][C:38]([C:37]3[CH:36]=[CH:35][C:34]([C:31]4[CH:32]=[CH:33][C:28]([O:27][CH3:26])=[CH:29][CH:30]=4)=[CH:42][CH:41]=3)=[O:39])[CH:13]=2)[CH2:18]1)[CH3:25]. (3) Given the reactants [C:1]1([Mg]Br)[CH:6]=[CH:5][CH:4]=[CH:3][CH:2]=1.[C:9]([CH:13]1[CH2:22][CH2:21][CH2:20][CH2:19][C:18](=[O:23])[CH:17]([O:24][SiH:25]([CH3:27])[CH3:26])[CH2:16][CH2:15][CH2:14]1)([CH3:12])([CH3:11])[CH3:10].Cl, predict the reaction product. The product is: [C:1]1([C:18]2([OH:23])[CH2:19][CH2:20][CH2:21][CH2:22][CH:13]([C:9]([CH3:12])([CH3:10])[CH3:11])[CH2:14][CH2:15][CH2:16][CH:17]2[O:24][SiH:25]([CH3:27])[CH3:26])[CH:6]=[CH:5][CH:4]=[CH:3][CH:2]=1. (4) Given the reactants [NH2:1][C:2]1[N:6]([C:7]2[CH:12]=[CH:11][CH:10]=[CH:9][CH:8]=2)[NH:5][C:4](=[O:13])[CH:3]=1.[CH3:14][C:15]1([CH3:18])[CH2:17][O:16]1.C([O-])([O-])=O.[K+].[K+], predict the reaction product. The product is: [NH2:1][C:2]1[N:6]([C:7]2[CH:12]=[CH:11][CH:10]=[CH:9][CH:8]=2)[N:5]=[C:4]([O:13][CH2:14][C:15]([CH3:18])([OH:16])[CH3:17])[CH:3]=1. (5) Given the reactants C(OC([N:8]1[C:16]2[C:11](=[C:12]([C:18]#[C:19][C:20]([C:22]3[N:23](C(OC(C)(C)C)=O)[CH:24]=[CH:25][CH:26]=3)=O)[C:13]([F:17])=[CH:14][CH:15]=2)[CH:10]=[C:9]1[O:34]C(OC(C)(C)C)=O)=O)(C)(C)C.[OH:42][CH:43]1[CH2:48][CH2:47][CH2:46][NH:45][CH2:44]1.[H-].[Na+].C(OCC)(=O)C, predict the reaction product. The product is: [F:17][C:13]1[C:12]2[C:11]3[C:16](=[CH:15][CH:14]=1)[NH:8][C:9](=[O:34])[C:10]=3[C:20]([C:22]1[NH:23][CH:24]=[CH:25][CH:26]=1)=[CH:19][C:18]=2[N:45]1[CH2:46][CH2:47][CH2:48][CH:43]([OH:42])[CH2:44]1. (6) Given the reactants [CH3:1][N:2]([CH3:19])[CH2:3][CH2:4][O:5][C:6]1[C:13]([CH3:14])=[C:12]([O:15][CH2:16][CH2:17][CH3:18])[CH:11]=[CH:10][C:7]=1[CH:8]=[O:9].[ClH:20], predict the reaction product. The product is: [ClH:20].[CH3:19][N:2]([CH3:1])[CH2:3][CH2:4][O:5][C:6]1[C:13]([CH3:14])=[C:12]([O:15][CH2:16][CH2:17][CH3:18])[CH:11]=[CH:10][C:7]=1[CH:8]=[O:9]. (7) Given the reactants [CH3:1][N:2]([CH3:7])[C:3]([NH:5][NH2:6])=[S:4].[C:8](=[S:10])=S.Br[CH2:12][C:13]([C:15]12[CH2:24][CH:19]3[CH2:20][CH:21]([CH2:23][CH:17]([CH2:18]3)[CH2:16]1)[CH2:22]2)=[O:14], predict the reaction product. The product is: [C:15]12([C:13](=[O:14])[CH2:12][S:10][C:8]3[S:4][C:3]([N:2]([CH3:7])[CH3:1])=[N:5][N:6]=3)[CH2:22][CH:21]3[CH2:20][CH:19]([CH2:18][CH:17]([CH2:23]3)[CH2:16]1)[CH2:24]2. (8) Given the reactants [CH3:1][O:2][C:3]1[CH:4]=[C:5]2[C:10](=[CH:11][CH:12]=1)[O:9][CH2:8][CH2:7][CH:6]2[C:13]([OH:15])=O.[CH3:16][N:17]([CH3:35])[C:18]1[CH:23]=[CH:22][C:21]([CH2:24][NH:25][C:26]2[CH:31]=[CH:30][C:29]([CH:32]([CH3:34])[CH3:33])=[CH:28][CH:27]=2)=[CH:20][CH:19]=1, predict the reaction product. The product is: [CH3:16][N:17]([CH3:35])[C:18]1[CH:19]=[CH:20][C:21]([CH2:24][N:25]([C:26]2[CH:31]=[CH:30][C:29]([CH:32]([CH3:33])[CH3:34])=[CH:28][CH:27]=2)[C:13]([CH:6]2[C:5]3[C:10](=[CH:11][CH:12]=[C:3]([O:2][CH3:1])[CH:4]=3)[O:9][CH2:8][CH2:7]2)=[O:15])=[CH:22][CH:23]=1.